From a dataset of Reaction yield outcomes from USPTO patents with 853,638 reactions. Predict the reaction yield, written as a fraction of the theoretical maximum amount of product (1.0 means a 100% yield; for example, 0.34 means a 34% yield). (1) The catalyst is C(O)C.[Co]. The product is [O:1]1[C:5]2[C:6]3[C:7](=[CH:13][CH2:14][NH2:15])[CH2:8][CH2:9][C:10]=3[CH:11]=[CH:12][C:4]=2[N:3]=[CH:2]1. The reactants are [O:1]1[C:5]2[C:6]3[C:7](=[CH:13][C:14]#[N:15])[CH2:8][CH2:9][C:10]=3[CH:11]=[CH:12][C:4]=2[N:3]=[CH:2]1.N.C(O)C. The yield is 0.280. (2) The reactants are FC(F)(F)S(O[C:7]1[CH:12]=[CH:11][C:10]([N:13]2[C:19](=[O:20])[C:18]3[C:21]([NH2:25])=[N:22][CH:23]=[N:24][C:17]=3[O:16][C@H:15]([CH3:26])[CH2:14]2)=[CH:9][C:8]=1[F:27])(=O)=O.[Cl:30][C:31]1[CH:36]=[CH:35][CH:34]=[C:33]([F:37])[C:32]=1[B-](F)(F)F.[K+].P([O-])([O-])([O-])=O.[K+].[K+].[K+].O. The catalyst is COCCOC.Cl[Pd]Cl.C1(P(C2C=CC=CC=2)[C-]2C=CC=C2)C=CC=CC=1.[C-]1(P(C2C=CC=CC=2)C2C=CC=CC=2)C=CC=C1.[Fe+2].CO. The product is [NH2:25][C:21]1[C:18]2[C:19](=[O:20])[N:13]([C:10]3[CH:11]=[CH:12][C:7]([C:32]4[C:33]([F:37])=[CH:34][CH:35]=[CH:36][C:31]=4[Cl:30])=[C:8]([F:27])[CH:9]=3)[CH2:14][C@@H:15]([CH3:26])[O:16][C:17]=2[N:24]=[CH:23][N:22]=1. The yield is 0.0356. (3) The reactants are [CH2:1]([Mg]Br)[CH3:2].Cl[C:6]1[CH:11]=[CH:10][CH:9]=[C:8](Cl)[N:7]=1.[NH4+].[Cl-].[CH2:15](OCC)[CH3:16]. The catalyst is Cl[Ni]1(Cl)[P](C2C=CC=CC=2)(C2C=CC=CC=2)CCC[P]1(C1C=CC=CC=1)C1C=CC=CC=1. The product is [CH2:15]([C:6]1[CH:11]=[CH:10][CH:9]=[C:8]([CH2:1][CH3:2])[N:7]=1)[CH3:16]. The yield is 0.890.